This data is from Forward reaction prediction with 1.9M reactions from USPTO patents (1976-2016). The task is: Predict the product of the given reaction. (1) Given the reactants [CH2:1]([N:8]([CH2:24][C@H:25]([OH:47])[CH2:26][O:27][C:28]1[CH:33]=[CH:32][C:31]([O:34][CH2:35][C:36]2[CH:41]=[CH:40][CH:39]=[CH:38][CH:37]=2)=[C:30]([NH:42][S:43]([CH3:46])(=[O:45])=[O:44])[CH:29]=1)[C@H:9]1[CH2:14][CH2:13][C@H:12]([C:15]2[CH:23]=[CH:22][C:18]([C:19](O)=[O:20])=[CH:17][CH:16]=2)[CH2:11][CH2:10]1)[C:2]1[CH:7]=[CH:6][CH:5]=[CH:4][CH:3]=1.ON1C2C=CC=CC=2N=N1.C(N=C=NCCCN(C)C)C.[CH2:69]([CH:76]1[CH2:81][CH2:80][NH:79][CH2:78][CH2:77]1)[C:70]1[CH:75]=[CH:74][CH:73]=[CH:72][CH:71]=1, predict the reaction product. The product is: [CH2:1]([N:8]([CH:9]1[CH2:10][CH2:11][CH:12]([C:15]2[CH:16]=[CH:17][C:18]([C:19]([N:79]3[CH2:80][CH2:81][CH:76]([CH2:69][C:70]4[CH:75]=[CH:74][CH:73]=[CH:72][CH:71]=4)[CH2:77][CH2:78]3)=[O:20])=[CH:22][CH:23]=2)[CH2:13][CH2:14]1)[CH2:24][C@H:25]([OH:47])[CH2:26][O:27][C:28]1[CH:33]=[CH:32][C:31]([O:34][CH2:35][C:36]2[CH:37]=[CH:38][CH:39]=[CH:40][CH:41]=2)=[C:30]([NH:42][S:43]([CH3:46])(=[O:44])=[O:45])[CH:29]=1)[C:2]1[CH:7]=[CH:6][CH:5]=[CH:4][CH:3]=1. (2) Given the reactants [N:1]1([C:6]2[CH2:11][CH2:10][C:9]([CH3:13])([CH3:12])[CH:8]([N:14]([CH3:24])[C:15]3[CH:22]=[CH:21][C:18]([C:19]#[N:20])=[C:17]([Cl:23])[CH:16]=3)[CH:7]=2)[CH:5]=[CH:4][N:3]=[CH:2]1.[N+]1([O-:31])C=CC=CC=1.[Se](=O)=O, predict the reaction product. The product is: [Cl:23][C:17]1[CH:16]=[C:15]([N:14]([C@H:8]2[C:9]([CH3:13])([CH3:12])[CH2:10][C@H:11]([OH:31])[C:6]([N:1]3[CH:5]=[CH:4][N:3]=[CH:2]3)=[CH:7]2)[CH3:24])[CH:22]=[CH:21][C:18]=1[C:19]#[N:20]. (3) Given the reactants Cl[C:2]1[C:7](=[O:8])[N:6]([CH3:9])[CH:5]=[C:4]2[C:10](=[O:26])[N:11]([CH2:14][CH2:15][C:16]3[CH:25]=[CH:24][C:23]4[C:18](=[CH:19][CH:20]=[CH:21][CH:22]=4)[N:17]=3)[C:12](=[O:13])[C:3]=12.[CH3:27][N:28]1[CH2:33][CH2:32][NH:31][CH2:30][CH2:29]1, predict the reaction product. The product is: [CH3:9][N:6]1[C:7](=[O:8])[C:2]([N:31]2[CH2:32][CH2:33][N:28]([CH3:27])[CH2:29][CH2:30]2)=[C:3]2[C:12](=[O:13])[N:11]([CH2:14][CH2:15][C:16]3[CH:25]=[CH:24][C:23]4[C:18](=[CH:19][CH:20]=[CH:21][CH:22]=4)[N:17]=3)[C:10](=[O:26])[C:4]2=[CH:5]1. (4) Given the reactants [CH2:1]([C:5]1[N:6]=[N:7][N:8]([C:10]23[C:28](=[O:29])[C:27]4[C:22](=[CH:23][CH:24]=[CH:25][C:26]=4[N+:30]([O-])=O)[C:11]2([OH:33])[O:12][C:13]2[CH:18]=[C:17]([CH:19]([CH3:21])[CH3:20])[CH:16]=[CH:15][C:14]=23)[CH:9]=1)[CH2:2][CH2:3][CH3:4], predict the reaction product. The product is: [NH2:30][C:26]1[CH:25]=[CH:24][CH:23]=[C:22]2[C:27]=1[C:28](=[O:29])[C:10]1([N:8]3[CH:9]=[C:5]([CH2:1][CH2:2][CH2:3][CH3:4])[N:6]=[N:7]3)[C:14]3[CH:15]=[CH:16][C:17]([CH:19]([CH3:21])[CH3:20])=[CH:18][C:13]=3[O:12][C:11]12[OH:33]. (5) Given the reactants CO[CH:3]=[C:4]1[C:13]2[C:8](=[CH:9][CH:10]=[CH:11][CH:12]=2)[C:7](=[O:14])[NH:6][C:5]1=[O:15].[NH2:16][C:17]1[CH:22]=[CH:21][C:20]([C:23]2[CH:28]=[CH:27][CH:26]=[CH:25][CH:24]=2)=[CH:19][CH:18]=1, predict the reaction product. The product is: [C:20]1([C:23]2[CH:28]=[CH:27][CH:26]=[CH:25][CH:24]=2)[CH:19]=[CH:18][C:17]([NH:16]/[CH:3]=[C:4]2\[C:5](=[O:15])[NH:6][C:7](=[O:14])[C:8]3[C:13]\2=[CH:12][CH:11]=[CH:10][CH:9]=3)=[CH:22][CH:21]=1. (6) The product is: [Cl:21][CH2:22][CH2:23][CH2:24][CH2:25][CH:26]([C:27]1[NH:58][N:57]=[C:17]([NH:16][C:5]2[CH:4]=[C:3]([F:2])[C:8]([N:9]3[CH:13]=[N:12][C:11]([CH3:14])=[N:10]3)=[C:7]([F:15])[CH:6]=2)[N:18]=1)[C:30]1[CH:35]=[CH:34][C:33]([O:36][C:37]([F:38])([F:39])[F:40])=[CH:32][CH:31]=1. Given the reactants I.[F:2][C:3]1[CH:4]=[C:5]([NH:16][C:17](SC)=[NH:18])[CH:6]=[C:7]([F:15])[C:8]=1[N:9]1[CH:13]=[N:12][C:11]([CH3:14])=[N:10]1.[Cl:21][CH2:22][CH2:23][CH2:24][CH2:25][CH:26]([C:30]1[CH:35]=[CH:34][C:33]([O:36][C:37]([F:40])([F:39])[F:38])=[CH:32][CH:31]=1)[C:27](O)=O.CN1CCOCC1.C(N(CC)C(C)C)(C)C.[NH2:57][NH2:58], predict the reaction product. (7) Given the reactants [N:1]1[CH:6]=[CH:5][CH:4]=[C:3]([CH2:7][C:8]([NH:10][C:11]2[CH:16]=[CH:15][C:14]([N:17]3[C:23](=[O:24])[CH2:22][C:21](=[O:25])[NH:20][C:19]4[C:26]5[C:31]([CH:32]=[CH:33][C:18]3=4)=[CH:30][CH:29]=[CH:28][CH:27]=5)=[CH:13][CH:12]=2)=[O:9])[CH:2]=1.[ClH:34], predict the reaction product. The product is: [ClH:34].[N:1]1[CH:6]=[CH:5][CH:4]=[C:3]([CH2:7][C:8]([NH:10][C:11]2[CH:16]=[CH:15][C:14]([N:17]3[C:23](=[O:24])[CH2:22][C:21](=[O:25])[NH:20][C:19]4[C:26]5[C:31]([CH:32]=[CH:33][C:18]3=4)=[CH:30][CH:29]=[CH:28][CH:27]=5)=[CH:13][CH:12]=2)=[O:9])[CH:2]=1.